Dataset: Full USPTO retrosynthesis dataset with 1.9M reactions from patents (1976-2016). Task: Predict the reactants needed to synthesize the given product. (1) Given the product [F:1][C:2]1[CH:3]=[C:4]2[C:8](=[CH:9][CH:10]=1)[N:7]([CH2:11][C@@H:12]([NH:18][C:19]([C@@H:20]([NH:25][C:26](=[O:34])[C:27]1[CH:32]=[CH:31][CH:30]=[C:29]([CH3:33])[CH:28]=1)[CH2:21][CH:22]([CH3:23])[CH3:24])=[O:35])[CH2:13][CH2:14][NH:60][C:61]([NH2:55])=[O:62])[CH2:6][CH2:5]2, predict the reactants needed to synthesize it. The reactants are: [F:1][C:2]1[CH:3]=[C:4]2[C:8](=[CH:9][CH:10]=1)[N:7]([CH2:11][C@@H:12]([NH:18][C:19](=[O:35])[C@@H:20]([NH:25][C:26](=[O:34])[C:27]1[CH:32]=[CH:31][CH:30]=[C:29]([CH3:33])[CH:28]=1)[CH2:21][CH:22]([CH3:24])[CH3:23])[CH2:13][CH2:14]C(O)=O)[CH2:6][CH2:5]2.C1(P(N=[N+]=[N-])(C2C=CC=CC=2)=O)C=CC=CC=1.C([N:55](CC)CC)C.[N-:60]=[C:61]=[O:62].C(=O)(O)N.[N-]=[N+]=[N-]. (2) Given the product [ClH:3].[Cl:27][C:28]1[CH:29]=[C:30]([CH:34]=[CH:35][CH:36]=1)[C:31]([NH:25][C:17]1[CH:18]=[CH:19][C:20]2[NH:21][C:22]3[N:23]=[C:7]([NH:8][C:9]4[CH:10]=[CH:11][CH:12]=[C:13]([CH:26]=4)[CH2:14][CH2:15][C:16]=1[CH:24]=2)[N:6]=[CH:5][C:4]=3[Cl:3])=[O:32], predict the reactants needed to synthesize it. The reactants are: Cl.Cl.[Cl:3][C:4]1[CH:5]=[N:6][C:7]2[NH:8][C:9]3[CH:10]=[CH:11][CH:12]=[C:13]([CH:26]=3)[CH2:14][CH2:15][C:16]3[CH:24]=[C:20]([NH:21][C:22]=1[N:23]=2)[CH:19]=[CH:18][C:17]=3[NH2:25].[Cl:27][C:28]1[CH:29]=[C:30]([CH:34]=[CH:35][CH:36]=1)[C:31](Cl)=[O:32]. (3) Given the product [Cl:1][C:2]1[C:7]([CH3:8])=[CH:6][C:5]([N+:9]([O-:11])=[O:10])=[C:4]([Cl:15])[N:3]=1, predict the reactants needed to synthesize it. The reactants are: [Cl:1][C:2]1[C:7]([CH3:8])=[CH:6][C:5]([N+:9]([O-:11])=[O:10])=[CH:4][N+:3]=1[O-].P(Cl)(Cl)([Cl:15])=O. (4) Given the product [CH:40]1([CH2:43][O:44][C:45]2[CH:53]=[CH:52][C:48]3[O:49][CH2:50][O:51][C:47]=3[C:46]=2[C:54]2[C:55]3[NH:62][CH:61]=[C:60]([C:63]([NH:1][C@@H:2]([CH2:3][C:4]([N:6]4[CH2:11][CH2:10][CH:9]([N:12]5[N:21]=[C:20]([C:22]6[CH:27]=[CH:26][C:25]([O:28][CH3:29])=[C:24]([O:30][CH3:31])[CH:23]=6)[C@@H:19]6[C@@H:14]([CH2:15][CH2:16][CH2:17][CH2:18]6)[C:13]5=[O:32])[CH2:8][CH2:7]4)=[O:5])[CH2:33][C:34]4[CH:39]=[CH:38][CH:37]=[CH:36][CH:35]=4)=[O:64])[C:56]=3[N:57]=[CH:58][N:59]=2)[CH2:41][CH2:42]1, predict the reactants needed to synthesize it. The reactants are: [NH2:1][C@H:2]([CH2:33][C:34]1[CH:39]=[CH:38][CH:37]=[CH:36][CH:35]=1)[CH2:3][C:4]([N:6]1[CH2:11][CH2:10][CH:9]([N:12]2[N:21]=[C:20]([C:22]3[CH:27]=[CH:26][C:25]([O:28][CH3:29])=[C:24]([O:30][CH3:31])[CH:23]=3)[C@@H:19]3[C@@H:14]([CH2:15][CH2:16][CH2:17][CH2:18]3)[C:13]2=[O:32])[CH2:8][CH2:7]1)=[O:5].[CH:40]1([CH2:43][O:44][C:45]2[CH:53]=[CH:52][C:48]3[O:49][CH2:50][O:51][C:47]=3[C:46]=2[C:54]2[C:55]3[NH:62][CH:61]=[C:60]([C:63](O)=[O:64])[C:56]=3[N:57]=[CH:58][N:59]=2)[CH2:42][CH2:41]1.CCOC(C(C#N)=NOC(N1CCOCC1)=[N+](C)C)=O.F[P-](F)(F)(F)(F)F.CCN(C(C)C)C(C)C.C(=O)(O)[O-].[Na+]. (5) Given the product [CH3:13][C:4]([CH:6]1[CH2:11][CH2:10][CH2:9][N:8]([CH3:12])[CH2:7]1)([CH3:5])[C:3]([OH:14])=[O:2], predict the reactants needed to synthesize it. The reactants are: C[O:2][C:3](=[O:14])[C:4]([CH3:13])([CH:6]1[CH2:11][CH2:10][CH2:9][N:8]([CH3:12])[CH2:7]1)[CH3:5].[OH-].[Li+].Cl. (6) Given the product [NH2:30][C:24]1[N:25]2[CH:29]=[CH:28][N:27]=[C:26]2[C:7]2([C:6]3[CH:5]=[C:4]([OH:31])[CH:3]=[C:2]([F:1])[C:15]=3[O:14][C:13]3[C:8]2=[CH:9][C:10]([C:16]2[C:17]([F:22])=[N:18][CH:19]=[CH:20][CH:21]=2)=[CH:11][CH:12]=3)[N:23]=1, predict the reactants needed to synthesize it. The reactants are: [F:1][C:2]1[C:15]2[O:14][C:13]3[C:8](=[CH:9][C:10]([C:16]4[C:17]([F:22])=[N:18][CH:19]=[CH:20][CH:21]=4)=[CH:11][CH:12]=3)[C:7]3([C:26]4=[N:27][CH:28]=[CH:29][N:25]4[C:24]([NH2:30])=[N:23]3)[C:6]=2[CH:5]=[C:4]([O:31]C)[CH:3]=1.B(Br)(Br)Br.